This data is from Catalyst prediction with 721,799 reactions and 888 catalyst types from USPTO. The task is: Predict which catalyst facilitates the given reaction. (1) Reactant: [CH3:1][N:2]1[C:6]([C:7]2[CH:19]=[N:18][C:17]3[C:16]4[C:15]([C:20]([O:22]C)=[O:21])=[CH:14][CH:13]=[CH:12][C:11]=4[N:10]([C@H:24]([C:31]4[CH:36]=[CH:35][CH:34]=[CH:33][CH:32]=4)[CH:25]4[CH2:30][CH2:29][O:28][CH2:27][CH2:26]4)[C:9]=3[CH:8]=2)=[C:5]([CH3:37])[N:4]=[N:3]1.[OH-].[Na+].Cl. Product: [CH3:1][N:2]1[C:6]([C:7]2[CH:19]=[N:18][C:17]3[C:16]4[C:15]([C:20]([OH:22])=[O:21])=[CH:14][CH:13]=[CH:12][C:11]=4[N:10]([C@H:24]([C:31]4[CH:36]=[CH:35][CH:34]=[CH:33][CH:32]=4)[CH:25]4[CH2:26][CH2:27][O:28][CH2:29][CH2:30]4)[C:9]=3[CH:8]=2)=[C:5]([CH3:37])[N:4]=[N:3]1. The catalyst class is: 5. (2) Reactant: C(OC(=O)[NH:7][C@H:8]([C:19]1[N:23]([C:24]2[CH:29]=[CH:28][CH:27]=[CH:26][N:25]=2)[C:22]2[CH:30]=[C:31]([F:34])[CH:32]=[CH:33][C:21]=2[N:20]=1)[CH2:9][CH2:10][O:11][CH2:12][C:13]1[CH:18]=[CH:17][CH:16]=[CH:15][CH:14]=1)(C)(C)C.C(O)(C(F)(F)F)=O. Product: [CH2:12]([O:11][CH2:10][CH2:9][C@H:8]([NH2:7])[C:19]1[N:23]([C:24]2[CH:29]=[CH:28][CH:27]=[CH:26][N:25]=2)[C:22]2[CH:30]=[C:31]([F:34])[CH:32]=[CH:33][C:21]=2[N:20]=1)[C:13]1[CH:18]=[CH:17][CH:16]=[CH:15][CH:14]=1. The catalyst class is: 2. (3) Reactant: [Br:1]N1C(=O)CCC1=O.[CH2:9]([C:11]1[CH:12]=[C:13]([O:17][CH2:18][C:19]2[CH:24]=[CH:23][CH:22]=[CH:21][CH:20]=2)[CH:14]=[CH:15][CH:16]=1)[CH3:10]. Product: [Br:1][C:16]1[CH:15]=[CH:14][C:13]([O:17][CH2:18][C:19]2[CH:24]=[CH:23][CH:22]=[CH:21][CH:20]=2)=[CH:12][C:11]=1[CH2:9][CH3:10]. The catalyst class is: 10. (4) Reactant: [F:1][C:2]1([F:10])[CH2:7][CH2:6][CH:5]([CH2:8]O)[CH2:4][CH2:3]1.C1(P(C2C=CC=CC=2)C2C=CC=CC=2)C=CC=CC=1.[N:30]([C:39]([O:41][C:42]([CH3:45])([CH3:44])[CH3:43])=[O:40])=[N:31][C:32]([O:34][C:35]([CH3:38])([CH3:37])[CH3:36])=[O:33]. Product: [F:1][C:2]1([F:10])[CH2:7][CH2:6][CH:5]([CH2:8][N:30]([C:39]([O:41][C:42]([CH3:45])([CH3:44])[CH3:43])=[O:40])[NH:31][C:32]([O:34][C:35]([CH3:36])([CH3:37])[CH3:38])=[O:33])[CH2:4][CH2:3]1. The catalyst class is: 11. (5) Reactant: [CH3:1][O:2][C:3]1[C:4](O)=[N:5][CH:6]=[C:7]([N+:9]([O-:11])=[O:10])[CH:8]=1.P(Cl)(Cl)(Cl)(Cl)[Cl:14].C([O-])([O-])=O.[Na+].[Na+]. Product: [Cl:14][C:4]1[C:3]([O:2][CH3:1])=[CH:8][C:7]([N+:9]([O-:11])=[O:10])=[CH:6][N:5]=1. The catalyst class is: 286. (6) Reactant: [CH3:1][O:2][C:3]1[CH:8]=[CH:7][C:6]([CH:9]=[CH2:10])=[CH:5][C:4]=1[N+:11]([O-])=O. Product: [CH2:9]([C:6]1[CH:7]=[CH:8][C:3]([O:2][CH3:1])=[C:4]([NH2:11])[CH:5]=1)[CH3:10]. The catalyst class is: 153.